From a dataset of NCI-60 drug combinations with 297,098 pairs across 59 cell lines. Regression. Given two drug SMILES strings and cell line genomic features, predict the synergy score measuring deviation from expected non-interaction effect. (1) Cell line: MALME-3M. Synergy scores: CSS=10.7, Synergy_ZIP=-0.832, Synergy_Bliss=-1.78, Synergy_Loewe=-2.64, Synergy_HSA=-2.55. Drug 2: CC12CCC3C(C1CCC2OP(=O)(O)O)CCC4=C3C=CC(=C4)OC(=O)N(CCCl)CCCl.[Na+]. Drug 1: CC1=C(C=C(C=C1)NC2=NC=CC(=N2)N(C)C3=CC4=NN(C(=C4C=C3)C)C)S(=O)(=O)N.Cl. (2) Drug 1: C1C(C(OC1N2C=NC(=NC2=O)N)CO)O. Drug 2: CC1CCCC2(C(O2)CC(NC(=O)CC(C(C(=O)C(C1O)C)(C)C)O)C(=CC3=CSC(=N3)C)C)C. Cell line: SK-MEL-2. Synergy scores: CSS=71.7, Synergy_ZIP=2.03, Synergy_Bliss=1.04, Synergy_Loewe=3.70, Synergy_HSA=7.23. (3) Drug 1: C1CC(=O)NC(=O)C1N2C(=O)C3=CC=CC=C3C2=O. Drug 2: CN(C(=O)NC(C=O)C(C(C(CO)O)O)O)N=O. Cell line: OVCAR-4. Synergy scores: CSS=-8.26, Synergy_ZIP=-7.92, Synergy_Bliss=-22.2, Synergy_Loewe=-27.1, Synergy_HSA=-27.0. (4) Drug 1: CCCS(=O)(=O)NC1=C(C(=C(C=C1)F)C(=O)C2=CNC3=C2C=C(C=N3)C4=CC=C(C=C4)Cl)F. Drug 2: C1=CC=C(C=C1)NC(=O)CCCCCCC(=O)NO. Cell line: CCRF-CEM. Synergy scores: CSS=26.0, Synergy_ZIP=-11.2, Synergy_Bliss=-8.96, Synergy_Loewe=-27.9, Synergy_HSA=-10.9. (5) Drug 1: CCC1(CC2CC(C3=C(CCN(C2)C1)C4=CC=CC=C4N3)(C5=C(C=C6C(=C5)C78CCN9C7C(C=CC9)(C(C(C8N6C)(C(=O)OC)O)OC(=O)C)CC)OC)C(=O)OC)O.OS(=O)(=O)O. Drug 2: CC(C)(C#N)C1=CC(=CC(=C1)CN2C=NC=N2)C(C)(C)C#N. Cell line: ACHN. Synergy scores: CSS=1.95, Synergy_ZIP=-1.96, Synergy_Bliss=-3.95, Synergy_Loewe=0.969, Synergy_HSA=-1.73.